Dataset: Catalyst prediction with 721,799 reactions and 888 catalyst types from USPTO. Task: Predict which catalyst facilitates the given reaction. (1) Reactant: Br[C:2]1[C:7]([CH3:8])=[CH:6][C:5]([O:9][CH3:10])=[CH:4][C:3]=1[CH3:11].C([Li])CCC.[B:17](OC(C)C)([O:22]C(C)C)[O:18]C(C)C. Product: [CH3:10][O:9][C:5]1[CH:6]=[C:7]([CH3:8])[C:2]([B:17]([OH:22])[OH:18])=[C:3]([CH3:11])[CH:4]=1. The catalyst class is: 1. (2) Reactant: [Br:1][C:2]1[CH:3]=[C:4]([CH:6]=[C:7]([C:9]([F:12])([F:11])[F:10])[CH:8]=1)[NH2:5].[CH3:13][C:14](=O)[CH2:15][CH2:16][C:17](=O)[CH3:18]. Product: [Br:1][C:2]1[CH:3]=[C:4]([N:5]2[C:17]([CH3:18])=[CH:16][CH:15]=[C:14]2[CH3:13])[CH:6]=[C:7]([C:9]([F:10])([F:11])[F:12])[CH:8]=1. The catalyst class is: 743.